Dataset: Antibody developability classification from SAbDab with 2,409 antibodies. Task: Regression/Classification. Given an antibody's heavy chain and light chain sequences, predict its developability. TAP uses regression for 5 developability metrics; SAbDab uses binary classification. (1) The antibody is ['EVQLVESGAEVKKPGESLKISCKGSGYTFTSYWIGWVRQMPGKGLEWMGIIYPGDSDTRYSPSFQGQVTISADKSISTAYLQWSSLKASDTAMYYCARFVSLDAFDIWGQGTMVTVSS', 'EIVLTQSPATLSLSPGERATLSCRASQSVSSYLAWYQQKPGQAPRLLIYDASNRATGIPARFSGSGSGTDFTLTISSLEPEDFAVYYCQQRSNWLWTFGQGTKVEIK']. Result: 1 (developable). (2) The antibody is ['EVQLVESGGGLVQPGGSLRLSCAASGYDFDNYGMNWVRQAPGKGLEWVGWINTYTGEPTYAADFKRRFTFSLDTSKSTAYLQMNSLRAEDTAVYYCAKYPHYYGSSHWYFDVWGQGTLVTVSS', 'DIQMTQSPSSLSASVGDRVTITCSASQDISNYLNWYQQKPGKAPKVLIYFTDDLHSGVPSRFSGSGSGTDFTLTISSLQPEDFATYYCQQYSTVPWTFGQGTKVEIK']. Result: 0 (not developable).